The task is: Binary Classification. Given a miRNA mature sequence and a target amino acid sequence, predict their likelihood of interaction.. This data is from Experimentally validated miRNA-target interactions with 360,000+ pairs, plus equal number of negative samples. The miRNA is hsa-miR-552-5p with sequence GUUUAACCUUUUGCCUGUUGG. The protein sequence of the target gene is MRRFKRKHLTVVDCHHLARSHLAVTQPFSQRWTNRDPNHGLYPRPRTKGRNRGRGCQRYISEFFLAGHQHCTNDMAKSNSVGQDSCQDAEGDMILTAESSCTLPQVDNGEARLGSSGSAQPARKRAHCFEEATESGQWDGVTKKTPRHRLFPSCSRLREARQGAEDSLSQCSPVPGEAGRDIEDIGPDPLPDSYYGLLGMLPCQEVPSHICRLPSEVLRHIFAFLPVEDLYWNLSLVCHLWREIINDPLFIPWKKLYHRYLINEEQAVSKVDGILSSHGIEKDSDLCVLNLIRYTATTKC.... Result: 0 (no interaction).